Predict the reactants needed to synthesize the given product. From a dataset of Full USPTO retrosynthesis dataset with 1.9M reactions from patents (1976-2016). (1) Given the product [CH3:34][Si:33]([CH3:36])([CH3:35])[C:31]#[C:32][C:8]1[S:9][CH:10]=[C:6]([C:4]([O:3][CH2:1][CH3:2])=[O:5])[N:7]=1, predict the reactants needed to synthesize it. The reactants are: [CH2:1]([O:3][C:4]([C:6]1[N:7]=[C:8](I)[S:9][CH:10]=1)=[O:5])[CH3:2].C1(P(C2C=CC=CC=2)C2C=CC=CC=2)C=CC=CC=1.[C:31]([Si:33]([CH3:36])([CH3:35])[CH3:34])#[CH:32]. (2) Given the product [ClH:22].[NH2:7][C:8]([C:14]1[CH:19]=[CH:18][CH:17]=[C:16]([Br:20])[CH:15]=1)([CH:9]([F:10])[F:11])[CH2:12][OH:13], predict the reactants needed to synthesize it. The reactants are: C(OC(=O)[NH:7][C:8]([C:14]1[CH:19]=[CH:18][CH:17]=[C:16]([Br:20])[CH:15]=1)([CH2:12][OH:13])[CH:9]([F:11])[F:10])(C)(C)C.[ClH:22].